This data is from Experimentally validated miRNA-target interactions with 360,000+ pairs, plus equal number of negative samples. The task is: Binary Classification. Given a miRNA mature sequence and a target amino acid sequence, predict their likelihood of interaction. The miRNA is hsa-miR-3926 with sequence UGGCCAAAAAGCAGGCAGAGA. The protein sequence of the target gene is MLTDPDLPQEFERMSSKRPASPYGEADGEVAMVTSRQKVEEEESDGLPAFHLPLHVSFPNKPHSEEFQPVSLLTQETCGHRTPTSQHNTMEVDGNKVMSSFAPHNSSTSPQKAEEGGRQSGESLSSTALGTPERRKGSLADVVDTLKQRKMEELIKNEPEETPSIEKLLSKDWKDKLLAMGSGNFGEIKGTPESLAEKERQLMGMINQLTSLREQLLAAHDEQKKLAASQIEKQRQQMELAKQQQEQIARQQQQLLQQQHKINLLQQQIQVQGQLPPLMIPVFPPDQRTLAAAAQQGFLL.... Result: 1 (interaction).